From a dataset of Reaction yield outcomes from USPTO patents with 853,638 reactions. Predict the reaction yield, written as a fraction of the theoretical maximum amount of product (1.0 means a 100% yield; for example, 0.34 means a 34% yield). The reactants are C1(S([N:10]2[C:18]3[C:13](=[CH:14][CH:15]=[CH:16][CH:17]=3)[C:12]([C:19]3[N:20]([CH2:24][CH2:25][CH:26]4[CH2:31][CH2:30][N:29]([C:32]([O:34][C:35]([CH3:38])([CH3:37])[CH3:36])=[O:33])[CH2:28][CH2:27]4)[CH:21]=[CH:22][N:23]=3)=[CH:11]2)(=O)=O)C=CC=CC=1.O(C(C)(C)C)[Na].F[C:46]1[CH:51]=[CH:50][C:49]([N+:52]([O-:54])=[O:53])=[CH:48][CH:47]=1. The catalyst is O1CCOCC1.CC(=O)OCC. The product is [N+:52]([C:49]1[CH:50]=[CH:51][C:46]([N:10]2[C:18]3[C:13](=[CH:14][CH:15]=[CH:16][CH:17]=3)[C:12]([C:19]3[N:20]([CH2:24][CH2:25][CH:26]4[CH2:27][CH2:28][N:29]([C:32]([O:34][C:35]([CH3:37])([CH3:38])[CH3:36])=[O:33])[CH2:30][CH2:31]4)[CH:21]=[CH:22][N:23]=3)=[CH:11]2)=[CH:47][CH:48]=1)([O-:54])=[O:53]. The yield is 0.910.